Dataset: Catalyst prediction with 721,799 reactions and 888 catalyst types from USPTO. Task: Predict which catalyst facilitates the given reaction. (1) Reactant: [I-].[CH2:2]([N:6]1[C:10]([CH3:11])=[C:9]([CH3:12])[S:8]/[C:7]/1=[CH:13]\[C:14]([N:16]1[CH:21]=[CH:20]C(=[N+](C)C)[CH:18]=[CH:17]1)=[O:15])[CH2:3][CH2:4][CH3:5].N1CC[O:28]CC1. The catalyst class is: 12. Product: [CH2:2]([N:6]1[C:10]([CH3:11])=[C:9]([CH3:12])[S:8]/[C:7]/1=[CH:13]\[C:14]([N:16]1[CH2:21][CH2:20][O:28][CH2:18][CH2:17]1)=[O:15])[CH2:3][CH2:4][CH3:5]. (2) Reactant: [Cl:1][C:2]1[CH:3]=[C:4]2[C:8](=[CH:9][C:10]=1[Cl:11])[CH2:7][N:6]([C:12]1[CH:17]=[CH:16][CH:15]=[CH:14][C:13]=1/[CH:18]=[CH:19]/[C:20]([O:22]C)=O)[CH2:5]2.[NH2:24][OH:25].[OH-].[Na+]. Product: [Cl:1][C:2]1[CH:3]=[C:4]2[C:8](=[CH:9][C:10]=1[Cl:11])[CH2:7][N:6]([C:12]1[CH:17]=[CH:16][CH:15]=[CH:14][C:13]=1/[CH:18]=[CH:19]/[C:20]([NH:24][OH:25])=[O:22])[CH2:5]2. The catalyst class is: 36.